Dataset: Reaction yield outcomes from USPTO patents with 853,638 reactions. Task: Predict the reaction yield, written as a fraction of the theoretical maximum amount of product (1.0 means a 100% yield; for example, 0.34 means a 34% yield). (1) The reactants are [Cl:1][C:2]1[CH:3]=[C:4]([CH:6]=[C:7]([Cl:9])[CH:8]=1)[NH2:5].Br.Br[CH:12]([C:14]1[CH:15]=[C:16]([C:31]([N:33]([CH3:35])[CH3:34])=[O:32])[CH:17]=[C:18]2[C:23]=1[O:22][C:21]([N:24]1[CH2:29][CH2:28][O:27][CH2:26][CH2:25]1)=[CH:20][C:19]2=[O:30])[CH3:13]. No catalyst specified. The product is [Cl:1][C:2]1[CH:3]=[C:4]([NH:5][CH:12]([C:14]2[CH:15]=[C:16]([C:31]([N:33]([CH3:35])[CH3:34])=[O:32])[CH:17]=[C:18]3[C:23]=2[O:22][C:21]([N:24]2[CH2:29][CH2:28][O:27][CH2:26][CH2:25]2)=[CH:20][C:19]3=[O:30])[CH3:13])[CH:6]=[C:7]([Cl:9])[CH:8]=1. The yield is 0.750. (2) The reactants are Cl[C:2]1[C:3]2[C:10]([C:11]3[CH:16]=[CH:15][CH:14]=[CH:13][CH:12]=3)=[CH:9][S:8][C:4]=2[N:5]=[CH:6][N:7]=1.C(N(CC)CC)C.[NH:24]1[CH2:29][CH2:28][CH:27]([CH2:30][OH:31])[CH2:26][CH2:25]1. The catalyst is C(O)C. The product is [C:11]1([C:10]2[C:3]3[C:2]([C:27]4([CH2:30][OH:31])[CH2:28][CH2:29][NH:24][CH2:25][CH2:26]4)=[N:7][CH:6]=[N:5][C:4]=3[S:8][CH:9]=2)[CH:16]=[CH:15][CH:14]=[CH:13][CH:12]=1. The yield is 0.900. (3) The reactants are B(Br)(Br)Br.C[O:6][C:7]1[CH:12]=[CH:11][C:10]([C:13]2[CH:18]=[CH:17][C:16]([CH:19]([C:24]([O:26][CH3:27])=[O:25])[C:20]([O:22][CH3:23])=[O:21])=[C:15]([N+:28]([O-:30])=[O:29])[CH:14]=2)=[CH:9][CH:8]=1.O. The catalyst is ClCCl. The product is [OH:6][C:7]1[CH:12]=[CH:11][C:10]([C:13]2[CH:18]=[CH:17][C:16]([CH:19]([C:20]([O:22][CH3:23])=[O:21])[C:24]([O:26][CH3:27])=[O:25])=[C:15]([N+:28]([O-:30])=[O:29])[CH:14]=2)=[CH:9][CH:8]=1. The yield is 0.950. (4) The reactants are [C:1]([C:3]1[CH:4]=[C:5]2[C:9](=[CH:10][CH:11]=1)[N:8]([CH2:12][CH:13]1[CH2:18][CH2:17][N:16]([C:19](=[O:28])[CH2:20][CH2:21][C:22]3[CH:27]=[CH:26][CH:25]=[CH:24][CH:23]=3)[CH2:15][CH2:14]1)[CH:7]=[CH:6]2)#[CH:2].O=C1O[C@H]([C@H](CO)O)C([O-])=C1O.[Na+].[N:42]([CH2:45][Si:46]([CH3:49])([CH3:48])[CH3:47])=[N+:43]=[N-:44].C(OCC)(=O)C. The catalyst is ClCCl.CS(C)=O.O. The product is [C:22]1([CH2:21][CH2:20][C:19]([N:16]2[CH2:17][CH2:18][CH:13]([CH2:12][N:8]3[C:9]4[C:5](=[CH:4][C:3]([C:1]5[N:44]=[N:43][N:42]([CH2:45][Si:46]([CH3:49])([CH3:48])[CH3:47])[CH:2]=5)=[CH:11][CH:10]=4)[CH:6]=[CH:7]3)[CH2:14][CH2:15]2)=[O:28])[CH:23]=[CH:24][CH:25]=[CH:26][CH:27]=1. The yield is 0.650. (5) The reactants are [CH:1]1([NH2:5])[CH2:4][CH2:3][CH2:2]1.[CH2:6]1[CH2:12][S:9](=[O:11])(=[O:10])[O:8][CH2:7]1.C1COCC1. The catalyst is C(#N)C. The product is [CH:1]1([NH:5][CH2:7][CH2:6][CH2:12][S:9]([OH:11])(=[O:10])=[O:8])[CH2:4][CH2:3][CH2:2]1. The yield is 0.600. (6) The reactants are [C:1]([C:4]1[CH:9]=[CH:8][C:7]([CH:10]2[C:14]3[C:15]([CH3:29])=[C:16]([NH:21][C:22](=[O:28])[CH2:23][C:24]([CH3:27])([CH3:26])[CH3:25])[C:17]([CH3:20])=[C:18]([CH3:19])[C:13]=3[O:12][CH2:11]2)=[CH:6][C:5]=1[O:30][CH3:31])([CH3:3])=[CH2:2]. The catalyst is [Pd].C(O)C. The product is [CH:1]([C:4]1[CH:9]=[CH:8][C:7]([CH:10]2[C:14]3[C:15]([CH3:29])=[C:16]([NH:21][C:22](=[O:28])[CH2:23][C:24]([CH3:25])([CH3:27])[CH3:26])[C:17]([CH3:20])=[C:18]([CH3:19])[C:13]=3[O:12][CH2:11]2)=[CH:6][C:5]=1[O:30][CH3:31])([CH3:3])[CH3:2]. The yield is 0.930. (7) The reactants are [Cl:1][C:2]1[N:7]=[C:6](Cl)[CH:5]=[CH:4][N:3]=1.[CH3:9][C:10]1[CH:17]=[CH:16][C:13]([CH:14]=[O:15])=[CH:12][C:11]=1B1OC(C)(C)C(C)(C)O1. No catalyst specified. The product is [Cl:1][C:2]1[N:7]=[C:6]([C:11]2[CH:12]=[C:13]([CH:16]=[CH:17][C:10]=2[CH3:9])[CH:14]=[O:15])[CH:5]=[CH:4][N:3]=1. The yield is 0.800.